Dataset: Full USPTO retrosynthesis dataset with 1.9M reactions from patents (1976-2016). Task: Predict the reactants needed to synthesize the given product. (1) Given the product [C:1]([O:5][C:6]([N:8]([CH2:17][C:18]1[C:23]([CH2:24][NH:37][C:38]2[CH:45]=[CH:44][C:41]([C:42]#[N:43])=[CH:40][CH:39]=2)=[CH:22][N:21]=[C:20]([CH3:26])[C:19]=1[O:27][CH2:28][C:29]1[CH:34]=[CH:33][C:32]([C:35]#[N:36])=[CH:31][CH:30]=1)[CH2:9][CH2:10][CH2:11][CH2:12][CH2:13][C:14]([OH:16])=[O:15])=[O:7])([CH3:3])([CH3:4])[CH3:2], predict the reactants needed to synthesize it. The reactants are: [C:1]([O:5][C:6]([N:8]([CH2:17][C:18]1[C:23]([CH:24]=O)=[CH:22][N:21]=[C:20]([CH3:26])[C:19]=1[O:27][CH2:28][C:29]1[CH:34]=[CH:33][C:32]([C:35]#[N:36])=[CH:31][CH:30]=1)[CH2:9][CH2:10][CH2:11][CH2:12][CH2:13][C:14]([OH:16])=[O:15])=[O:7])([CH3:4])([CH3:3])[CH3:2].[NH2:37][C:38]1[CH:45]=[CH:44][C:41]([C:42]#[N:43])=[CH:40][CH:39]=1. (2) Given the product [C:3]([O:5][C@H:6]([O:10][C:11]([NH:40][CH2:41][CH2:42][CH2:43][P:44]([CH2:47][CH2:48][CH2:49][CH3:50])(=[O:45])[OH:46])=[O:13])[CH:7]([CH3:8])[CH3:9])(=[O:4])[CH:2]([CH3:1])[CH3:39], predict the reactants needed to synthesize it. The reactants are: [CH3:1][CH:2]([CH3:39])[C:3]([O:5][C@H:6]([O:10][C:11]([O:13]N1C(=O)[C@@H](OC(=O)C2C=CC=CC=2)[C@H](OC(=O)C2C=CC=CC=2)C1=O)=O)[CH:7]([CH3:9])[CH3:8])=[O:4].[NH2:40][CH2:41][CH2:42][CH2:43][P:44]([CH2:47][CH2:48][CH2:49][CH3:50])(=[O:46])[OH:45].C1COCC1. (3) Given the product [Cl:22][C:17]1[CH:16]=[C:15]([C:6]2[C:5]([C:3]([NH:9][CH2:10][CH2:5][CH2:6][C:15]3[CH:20]=[CH:19][CH:18]=[CH:17][CH:16]=3)=[O:4])=[C:10]([CH2:11][CH3:12])[N:9]=[C:8]([S:13][CH3:14])[N:7]=2)[CH:20]=[C:19]([Cl:21])[CH:18]=1, predict the reactants needed to synthesize it. The reactants are: CO[C:3]([C:5]1[C:6]([C:15]2[CH:20]=[C:19]([Cl:21])[CH:18]=[C:17]([Cl:22])[CH:16]=2)=[N:7][C:8]([S:13][CH3:14])=[N:9][C:10]=1[CH2:11][CH3:12])=[O:4].O.[OH-].[Li+]. (4) Given the product [Cl:17][C:18]1[CH:34]=[C:33]([C:35]([F:38])([F:36])[F:37])[CH:32]=[CH:31][C:19]=1[CH2:20][N:21]1[C:25](/[CH:26]=[CH:9]/[C:10]([O:12][CH2:13][CH3:14])=[O:11])=[CH:24][C:23]([CH:28]2[CH2:29][CH2:30]2)=[N:22]1, predict the reactants needed to synthesize it. The reactants are: C(OP([CH2:9][C:10]([O:12][CH2:13][CH3:14])=[O:11])(OCC)=O)C.[H-].[Na+].[Cl:17][C:18]1[CH:34]=[C:33]([C:35]([F:38])([F:37])[F:36])[CH:32]=[CH:31][C:19]=1[CH2:20][N:21]1[C:25]([CH:26]=O)=[CH:24][C:23]([CH:28]2[CH2:30][CH2:29]2)=[N:22]1.[Cl-].[NH4+]. (5) Given the product [C:4]([C:3]1[CH:6]=[C:7]([O:10][CH:11]([CH3:13])[CH3:12])[CH:8]=[CH:9][C:2]=1[C:24]([O:23][C:20]([CH3:22])([CH3:21])[CH3:19])=[O:25])#[N:5], predict the reactants needed to synthesize it. The reactants are: Br[C:2]1[CH:9]=[CH:8][C:7]([O:10][CH:11]([CH3:13])[CH3:12])=[CH:6][C:3]=1[C:4]#[N:5].C([Li])CCC.[CH3:19][C:20]([O:23][C:24](O[C:24]([O:23][C:20]([CH3:22])([CH3:21])[CH3:19])=[O:25])=[O:25])([CH3:22])[CH3:21].